From a dataset of Full USPTO retrosynthesis dataset with 1.9M reactions from patents (1976-2016). Predict the reactants needed to synthesize the given product. (1) The reactants are: [Si:1]([O:8][C:9]([CH3:15])([CH3:14])[C:10](OC)=[O:11])([C:4]([CH3:7])([CH3:6])[CH3:5])([CH3:3])[CH3:2].CC(C[AlH]CC(C)C)C. Given the product [Si:1]([O:8][C:9]([CH3:15])([CH3:14])[CH2:10][OH:11])([C:4]([CH3:7])([CH3:6])[CH3:5])([CH3:3])[CH3:2], predict the reactants needed to synthesize it. (2) Given the product [Cl:1][C:2]1[C:3]2[N:10]([CH2:12][CH2:13][Cl:14])[CH:9]=[CH:8][C:4]=2[N:5]=[CH:6][N:7]=1, predict the reactants needed to synthesize it. The reactants are: [Cl:1][C:2]1[C:3]2[NH:10][CH:9]=[CH:8][C:4]=2[N:5]=[CH:6][N:7]=1.Br[CH2:12][CH2:13][Cl:14].C(=O)([O-])[O-].[K+].[K+]. (3) Given the product [NH2:1][C:4]1[CH:16]=[CH:15][C:7]2[S:8][C:9]([C:11]([O:13][CH3:14])=[O:12])=[CH:10][C:6]=2[CH:5]=1, predict the reactants needed to synthesize it. The reactants are: [N+:1]([C:4]1[CH:16]=[CH:15][C:7]2[S:8][C:9]([C:11]([O:13][CH3:14])=[O:12])=[CH:10][C:6]=2[CH:5]=1)([O-])=O. (4) Given the product [CH3:16][C:17]1[O:21][N:20]=[C:19]([C:22]2[CH:27]=[CH:26][CH:25]=[CH:24][CH:23]=2)[C:18]=1[C:29]([C:8]1[CH:9]=[C:5]([C:3](=[O:4])[C:2]([Cl:1])([Cl:10])[Cl:11])[NH:6][CH:7]=1)=[O:30], predict the reactants needed to synthesize it. The reactants are: [Cl:1][C:2]([Cl:11])([Cl:10])[C:3]([C:5]1[NH:6][CH:7]=[CH:8][CH:9]=1)=[O:4].[Al+3].[Cl-].[Cl-].[Cl-].[CH3:16][C:17]1[O:21][N:20]=[C:19]([C:22]2[CH:27]=[CH:26][C:25](F)=[CH:24][CH:23]=2)[C:18]=1[C:29](Cl)=[O:30]. (5) Given the product [Cl:29][CH2:14][C:11]1[S:10][C:9]([C:6]2[CH:7]=[CH:8][C:3]([C:2]([F:17])([F:16])[F:1])=[CH:4][CH:5]=2)=[N:13][CH:12]=1, predict the reactants needed to synthesize it. The reactants are: [F:1][C:2]([F:17])([F:16])[C:3]1[CH:8]=[CH:7][C:6]([C:9]2[S:10][C:11]([CH2:14]O)=[CH:12][N:13]=2)=[CH:5][CH:4]=1.CCN(CC)CC.CS([Cl:29])(=O)=O.CCCCCCC.CCOC(C)=O. (6) The reactants are: [NH2:1][C:2]1[CH:3]=[CH:4][CH:5]=[C:6]2[C:10]=1[NH:9][CH:8]=[CH:7]2.C(Cl)Cl.[OH-].[Na+].Cl[C:17]([O:19][CH2:20][C:21]1[CH:26]=[CH:25][CH:24]=[CH:23][CH:22]=1)=[O:18]. Given the product [CH2:20]([O:19][C:17](=[O:18])[NH:1][C:2]1[CH:3]=[CH:4][CH:5]=[C:6]2[C:10]=1[NH:9][CH:8]=[CH:7]2)[C:21]1[CH:26]=[CH:25][CH:24]=[CH:23][CH:22]=1, predict the reactants needed to synthesize it. (7) Given the product [ClH:25].[N:1]12[CH2:9][CH2:8][CH:5]([CH2:6][CH2:7]1)[N:4]([C:10]1[CH:15]=[CH:14][C:13]([NH:16][C:23](=[O:24])[C:22]3[CH:26]=[CH:27][CH:28]=[C:20]([N+:17]([O-:19])=[O:18])[CH:21]=3)=[CH:12][CH:11]=1)[CH2:3][CH2:2]2, predict the reactants needed to synthesize it. The reactants are: [N:1]12[CH2:9][CH2:8][CH:5]([CH2:6][CH2:7]1)[N:4]([C:10]1[CH:15]=[CH:14][C:13]([NH2:16])=[CH:12][CH:11]=1)[CH2:3][CH2:2]2.[N+:17]([C:20]1[CH:21]=[C:22]([CH:26]=[CH:27][CH:28]=1)[C:23]([Cl:25])=[O:24])([O-:19])=[O:18]. (8) Given the product [NH2:23][C:17]1[C:16]([CH2:15][OH:14])=[CH:21][CH:20]=[C:19]([CH3:22])[N:18]=1, predict the reactants needed to synthesize it. The reactants are: O1CCCC1.[H-].[Al+3].[Li+].[H-].[H-].[H-].C([O:14][C:15](=O)[C:16]1[CH:21]=[CH:20][C:19]([CH3:22])=[N:18][C:17]=1[NH2:23])C.[OH-].[Na+]. (9) Given the product [CH3:13][N:5]1[C:4]2[N:3]=[C:2]([Br:1])[N:10]([CH2:24][C:25]#[C:26][CH3:27])[C:9]=2[C:8](=[O:11])[NH:7][C:6]1=[O:12], predict the reactants needed to synthesize it. The reactants are: [Br:1][C:2]1[NH:10][C:9]2[C:8](=[O:11])[NH:7][C:6](=[O:12])[N:5]([CH3:13])[C:4]=2[N:3]=1.C(N(C(C)C)CC)(C)C.Br[CH2:24][C:25]#[C:26][CH3:27].[I-].[K+].